From a dataset of Catalyst prediction with 721,799 reactions and 888 catalyst types from USPTO. Predict which catalyst facilitates the given reaction. (1) Reactant: [CH3:1][C:2]([CH3:5])([O-])[CH3:3].[K+].C(C1[CH:11]=[C:12]2[C:17](=[CH:18][CH:19]=1)[CH:16]=[C:15]([C:20]([O:22][CH3:23])=[O:21])[CH:14]=[CH:13]2)(=O)C. Product: [CH2:1]=[C:2]([C:5]1[CH:11]=[C:12]2[C:17](=[CH:18][CH:19]=1)[CH:16]=[C:15]([C:20]([O:22][CH3:23])=[O:21])[CH:14]=[CH:13]2)[CH3:3]. The catalyst class is: 307. (2) Reactant: [NH2:1][C:2]([C:5]1[N:6]([CH3:24])[C:7](=[O:23])[C:8]([OH:22])=[C:9]([C:11]([NH:13][CH2:14][C:15]2[CH:20]=[CH:19][C:18]([F:21])=[CH:17][CH:16]=2)=[O:12])[N:10]=1)([CH3:4])[CH3:3].C(N(CC)CC)C.Cl[C:33](=[O:38])[C:34]([O:36][CH3:37])=[O:35]. The catalyst class is: 22. Product: [F:21][C:18]1[CH:17]=[CH:16][C:15]([CH2:14][NH:13][C:11]([C:9]2[N:10]=[C:5]([C:2]([NH:1][C:33](=[O:38])[C:34]([O:36][CH3:37])=[O:35])([CH3:4])[CH3:3])[N:6]([CH3:24])[C:7](=[O:23])[C:8]=2[OH:22])=[O:12])=[CH:20][CH:19]=1. (3) Reactant: [Cl:1][C:2]1[C:3]2[N:4]([C:15](=[O:18])[NH:16][N:17]=2)[N:5]=[CH:6][C:7]=1[C:8]1[CH:13]=[CH:12][C:11]([CH3:14])=[CH:10][CH:9]=1.Cl[CH2:20][C:21]1[CH:22]=[CH:23][C:24]([C:27]([F:30])([F:29])[F:28])=[N:25][CH:26]=1.C([O-])([O-])=O.[K+].[K+]. Product: [Cl:1][C:2]1[C:3]2[N:4]([C:15](=[O:18])[N:16]([CH2:20][C:21]3[CH:26]=[N:25][C:24]([C:27]([F:30])([F:28])[F:29])=[CH:23][CH:22]=3)[N:17]=2)[N:5]=[CH:6][C:7]=1[C:8]1[CH:9]=[CH:10][C:11]([CH3:14])=[CH:12][CH:13]=1. The catalyst class is: 3. (4) Reactant: [CH3:1][O:2][C:3]1[CH:8]=[C:7]([CH3:9])[C:6]([S:10]([N:13]([CH2:15][C:16]2[O:20][CH:19]=[C:18]([C:21]([OH:23])=O)[CH:17]=2)[CH3:14])(=[O:12])=[O:11])=[C:5]([CH3:24])[CH:4]=1.C1N=CN(C(N2C=NC=C2)=O)C=1.CCN(C(C)C)C(C)C.[CH3:46][NH:47][CH2:48][C:49]1[CH:54]=[CH:53][CH:52]=[C:51]([CH2:55][N:56]2[CH2:60][CH2:59][CH2:58][CH2:57]2)[CH:50]=1. Product: [CH3:1][O:2][C:3]1[CH:4]=[C:5]([CH3:24])[C:6]([S:10]([N:13]([CH2:15][C:16]2[O:20][CH:19]=[C:18]([C:21]([N:47]([CH3:46])[CH2:48][C:49]3[CH:54]=[CH:53][CH:52]=[C:51]([CH2:55][N:56]4[CH2:60][CH2:59][CH2:58][CH2:57]4)[CH:50]=3)=[O:23])[CH:17]=2)[CH3:14])(=[O:12])=[O:11])=[C:7]([CH3:9])[CH:8]=1. The catalyst class is: 26. (5) Reactant: [Cl:1][C:2]1[CH:3]=[C:4]([C:9]2([C:24]([F:27])([F:26])[F:25])[O:13][N:12]=[C:11]([C:14]3[CH:15]=[C:16]([CH:21]=[CH:22][CH:23]=3)[C:17]([NH:19][OH:20])=[NH:18])[CH2:10]2)[CH:5]=[C:6]([Cl:8])[CH:7]=1.[C:28](OC(=O)C)(=O)[CH3:29]. Product: [Cl:1][C:2]1[CH:3]=[C:4]([C:9]2([C:24]([F:25])([F:27])[F:26])[O:13][N:12]=[C:11]([C:14]3[CH:15]=[C:16]([C:17]4[N:18]=[C:28]([CH3:29])[O:20][N:19]=4)[CH:21]=[CH:22][CH:23]=3)[CH2:10]2)[CH:5]=[C:6]([Cl:8])[CH:7]=1. The catalyst class is: 12. (6) The catalyst class is: 60. Product: [F:16][C:17]1[CH:39]=[CH:38][CH:37]=[CH:36][C:18]=1[O:19][C:20]1[C:34]([O:35][C:2]2[CH:7]=[CH:10][C:5]([C:8]#[N:9])=[N:4][CH:3]=2)=[CH:33][C:23]2[NH:24][C:25]([C:27]3[CH:32]=[N:31][CH:30]=[CH:29][N:28]=3)=[N:26][C:22]=2[CH:21]=1. Reactant: Br[C:2]1[CH:3]=[N:4][C:5]([C:8]#[N:9])=N[CH:7]=1.[C:10](=O)([O-])[O-].[Cs+].[Cs+].[F:16][C:17]1[CH:39]=[CH:38][CH:37]=[CH:36][C:18]=1[O:19][C:20]1[C:34]([OH:35])=[CH:33][C:23]2[NH:24][C:25]([C:27]3[CH:32]=[N:31][CH:30]=[CH:29][N:28]=3)=[N:26][C:22]=2[CH:21]=1. (7) Reactant: [C:1]([C:3]1[CH:4]=[C:5]([C:13]2[O:17][N:16]=[C:15]([C:18]3[CH:26]=[CH:25][CH:24]=[C:23]4[C:19]=3[CH2:20][CH2:21][C@H:22]4[N:27]3[CH2:30][C:29](C(OCC)=O)([C:31]([O:33]CC)=[O:32])[CH2:28]3)[N:14]=2)[CH:6]=[CH:7][C:8]=1[O:9][CH:10]([CH3:12])[CH3:11])#[N:2]. Product: [C:1]([C:3]1[CH:4]=[C:5]([C:13]2[O:17][N:16]=[C:15]([C:18]3[CH:26]=[CH:25][CH:24]=[C:23]4[C:19]=3[CH2:20][CH2:21][C@H:22]4[N:27]3[CH2:30][CH:29]([C:31]([OH:33])=[O:32])[CH2:28]3)[N:14]=2)[CH:6]=[CH:7][C:8]=1[O:9][CH:10]([CH3:12])[CH3:11])#[N:2]. The catalyst class is: 273. (8) Reactant: [CH2:1]([O:3][CH:4]([O:13][CH2:14][CH3:15])[C:5]1[CH:6]=[C:7]([CH:10]=[CH:11][CH:12]=1)[CH:8]=[O:9])[CH3:2].[BH4-].[Na+].O. Product: [CH2:14]([O:13][CH:4]([O:3][CH2:1][CH3:2])[C:5]1[CH:6]=[C:7]([CH2:8][OH:9])[CH:10]=[CH:11][CH:12]=1)[CH3:15]. The catalyst class is: 14. (9) Reactant: [CH3:1][S:2](Cl)(=[O:4])=[O:3].[OH:6][CH2:7][CH2:8][CH:9]([CH3:29])[O:10][C:11]1[C:12]([C:21]([C:23]2[CH:28]=[CH:27][CH:26]=[CH:25][CH:24]=2)=[O:22])=[CH:13][C:14]2[C:19]([CH:20]=1)=[CH:18][CH:17]=[CH:16][CH:15]=2. Product: [C:21]([C:12]1[C:11]([O:10][CH:9]([CH3:29])[CH2:8][CH2:7][O:6][S:2]([CH3:1])(=[O:4])=[O:3])=[CH:20][C:19]2[C:14]([CH:13]=1)=[CH:15][CH:16]=[CH:17][CH:18]=2)(=[O:22])[C:23]1[CH:28]=[CH:27][CH:26]=[CH:25][CH:24]=1. The catalyst class is: 2. (10) Reactant: CN(C(ON1N=NC2C=CC=NC1=2)=[N+](C)C)C.F[P-](F)(F)(F)(F)F.[C:25]([O:29][C:30]([N:32]1[CH2:37][CH2:36][C:35]([C:41]#[N:42])([C:38]([OH:40])=O)[CH2:34][CH2:33]1)=[O:31])([CH3:28])([CH3:27])[CH3:26].CCN(C(C)C)C(C)C.[NH2:52][C:53]1[CH:58]=[CH:57][C:56]([F:59])=[CH:55][N:54]=1. Product: [C:41]([C:35]1([C:38](=[O:40])[NH:52][C:53]2[CH:58]=[CH:57][C:56]([F:59])=[CH:55][N:54]=2)[CH2:34][CH2:33][N:32]([C:30]([O:29][C:25]([CH3:26])([CH3:27])[CH3:28])=[O:31])[CH2:37][CH2:36]1)#[N:42]. The catalyst class is: 474.